The task is: Predict the reactants needed to synthesize the given product.. This data is from Full USPTO retrosynthesis dataset with 1.9M reactions from patents (1976-2016). (1) Given the product [CH2:30]1[C:8]2[C:3](=[CH:4][C:5]([NH:11][C:12](=[O:28])[CH2:13][N:14]3[C:18]4[C:19]([C:23]([O:25][CH2:26][CH3:27])=[O:24])=[CH:20][CH:21]=[CH:22][C:17]=4[N:16]=[CH:15]3)=[CH:6][CH:7]=2)[CH2:37][CH2:29]1, predict the reactants needed to synthesize it. The reactants are: CO[C:3]1[CH:4]=[C:5]([NH:11][C:12](=[O:28])[CH2:13][N:14]2[C:18]3[C:19]([C:23]([O:25][CH2:26][CH3:27])=[O:24])=[CH:20][CH:21]=[CH:22][C:17]=3[N:16]=[CH:15]2)[CH:6]=[C:7](OC)[CH:8]=1.[CH2:29]1[C:37]2C(=CC(NC(=O)CN3C4C(C(O)=O)=CC=CC=4N=C3)=CC=2)C[CH2:30]1. (2) Given the product [NH2:2][CH2:1][CH2:3][CH2:4][C:5]1[CH:10]=[CH:9][C:8]([CH2:11][CH2:12][CH2:13][NH2:14])=[CH:7][N:6]=1, predict the reactants needed to synthesize it. The reactants are: [C:1]([CH2:3][CH2:4][C:5]1[CH:10]=[CH:9][C:8]([CH2:11][CH2:12][C:13]#[N:14])=[CH:7][N:6]=1)#[N:2]. (3) Given the product [Cl:1][C:2]1[C:7](=[O:8])[N:6]([CH2:9][C:10]([NH:12][CH:13]([CH2:19][CH3:20])[C:14]([OH:16])=[O:15])=[O:11])[N:5]=[CH:4][C:3]=1[NH:21][C@@H:22]1[CH2:27][C@@H:26]2[CH2:28][C@@H:24]([C:25]2([CH3:29])[CH3:30])[C@H:23]1[CH3:31], predict the reactants needed to synthesize it. The reactants are: [Cl:1][C:2]1[C:7](=[O:8])[N:6]([CH2:9][C:10]([NH:12][CH:13]([CH2:19][CH3:20])[C:14]([O:16]CC)=[O:15])=[O:11])[N:5]=[CH:4][C:3]=1[NH:21][C@@H:22]1[CH2:27][C@@H:26]2[CH2:28][C@@H:24]([C:25]2([CH3:30])[CH3:29])[C@H:23]1[CH3:31].[OH-].[Na+].Cl. (4) Given the product [CH2:16]([O:15][C:11](=[O:14])[C:12]1[CH:3]=[C:2]([Cl:1])[N:7]=[C:6]([Cl:8])[C:5]=1[CH3:9])[CH3:17], predict the reactants needed to synthesize it. The reactants are: [Cl:1][C:2]1[C:3](=O)O[C:5]([CH3:9])=[C:6]([Cl:8])[N:7]=1.[C:11]([O:15][CH2:16][CH3:17])(=[O:14])[C:12]#C.